This data is from Full USPTO retrosynthesis dataset with 1.9M reactions from patents (1976-2016). The task is: Predict the reactants needed to synthesize the given product. (1) Given the product [C:22]([O:21][C:19]([N:14]1[CH2:13][CH2:12][C:11]2[C:16](=[CH:17][C:18]([CH:1]=[O:2])=[C:9]([O:8][CH3:7])[CH:10]=2)[CH2:15]1)=[O:20])([CH3:25])([CH3:24])[CH3:23], predict the reactants needed to synthesize it. The reactants are: [CH3:1][O:2]C(Cl)Cl.Cl.[CH3:7][O:8][C:9]1[CH:10]=[C:11]2[C:16](=[CH:17][CH:18]=1)[CH2:15][NH:14][CH2:13][CH2:12]2.[C:19](O[C:19]([O:21][C:22]([CH3:25])([CH3:24])[CH3:23])=[O:20])([O:21][C:22]([CH3:25])([CH3:24])[CH3:23])=[O:20].CCCCCC. (2) Given the product [F:21][C@@H:19]1[CH2:20][N:16]([C:14](=[O:15])[CH2:13][NH:12][C:7]23[CH2:8][CH2:9][C:4]([C:1]([NH:28][C@H:26]([C:25]([CH3:30])([CH3:29])[CH3:24])[CH3:27])=[O:2])([CH2:5][CH2:6]2)[CH2:11][CH2:10]3)[C@H:17]([C:22]#[N:23])[CH2:18]1, predict the reactants needed to synthesize it. The reactants are: [C:1]([C:4]12[CH2:11][CH2:10][C:7]([NH:12][CH2:13][C:14]([N:16]3[CH2:20][C@@H:19]([F:21])[CH2:18][C@H:17]3[C:22]#[N:23])=[O:15])([CH2:8][CH2:9]1)[CH2:6][CH2:5]2)(O)=[O:2].[CH3:24][C:25]([CH3:30])([CH3:29])[C@@H:26]([NH2:28])[CH3:27]. (3) Given the product [NH4+:9].[NH4+:42].[C:1]([NH:9][C:10]1[N:18]=[CH:17][N:16]=[C:15]2[C:11]=1[N:12]=[CH:13][N:14]2[CH:19]1[O:23][CH:22]([CH:24]=[CH:25][P:26](=[O:27])([O-:28])[O-:30])[CH:21]([OH:32])[CH:20]1[F:41])(=[O:8])[C:2]1[CH:7]=[CH:6][CH:5]=[CH:4][CH:3]=1, predict the reactants needed to synthesize it. The reactants are: [C:1]([NH:9][C:10]1[N:18]=[CH:17][N:16]=[C:15]2[C:11]=1[N:12]=[CH:13][N:14]2[CH:19]1[O:23][CH:22]([CH:24]=[CH:25][P:26]([O:30]C)([O:28]C)=[O:27])[CH:21]([O:32]C(=O)C2C=CC=CC=2)[CH:20]1[F:41])(=[O:8])[C:2]1[CH:7]=[CH:6][CH:5]=[CH:4][CH:3]=1.[N:42]1C(C)=CC=CC=1C.C[Si](Br)(C)C.C(N(CC)CC)C. (4) Given the product [Cl:1][C:2]1[CH:7]=[CH:6][CH:5]=[C:4]([Cl:8])[C:3]=1[C:9]1[C:13]([CH2:14][O:15][C:16]2[CH:21]=[CH:20][C:19]([N:22]([CH2:35][C:36]3[CH:37]=[C:38]([CH:43]=[CH:44][CH:45]=3)[C:39]([O:41][CH3:42])=[O:40])[CH3:23])=[C:18]([CH3:24])[CH:17]=2)=[C:12]([CH:25]([CH3:27])[CH3:26])[O:11][N:10]=1, predict the reactants needed to synthesize it. The reactants are: [Cl:1][C:2]1[CH:7]=[CH:6][CH:5]=[C:4]([Cl:8])[C:3]=1[C:9]1[C:13]([CH2:14][O:15][C:16]2[CH:21]=[CH:20][C:19]([NH:22][CH3:23])=[C:18]([CH3:24])[CH:17]=2)=[C:12]([CH:25]([CH3:27])[CH3:26])[O:11][N:10]=1.C(=O)([O-])[O-].[K+].[K+].Br[CH2:35][C:36]1[CH:37]=[C:38]([CH:43]=[CH:44][CH:45]=1)[C:39]([O:41][CH3:42])=[O:40]. (5) Given the product [CH3:5][O:6][C:7]1[CH:8]=[C:9]([C:10]2[O:11][C:1](=[O:2])[NH:13][N:12]=2)[CH:14]=[CH:15][C:16]=1[N+:17]([O-:19])=[O:18], predict the reactants needed to synthesize it. The reactants are: [C:1](Cl)(Cl)=[O:2].[CH3:5][O:6][C:7]1[CH:8]=[C:9]([CH:14]=[CH:15][C:16]=1[N+:17]([O-:19])=[O:18])[C:10]([NH:12][NH2:13])=[O:11]. (6) Given the product [C:9]([C:11]1[C:16]2[N:17]=[C:18]([C:20]([N:7]([CH2:5][CH3:6])[CH3:8])=[O:22])[O:19][C:15]=2[C:14]([F:25])=[C:13]([C:26]2[CH:27]=[CH:28][CH:29]=[CH:30][CH:31]=2)[C:12]=1[CH3:32])#[N:10], predict the reactants needed to synthesize it. The reactants are: C[Al](C)C.[CH2:5]([NH:7][CH3:8])[CH3:6].[C:9]([C:11]1[C:16]2[N:17]=[C:18]([C:20]([O:22]CC)=O)[O:19][C:15]=2[C:14]([F:25])=[C:13]([C:26]2[CH:31]=[CH:30][CH:29]=[CH:28][CH:27]=2)[C:12]=1[CH3:32])#[N:10].Cl. (7) Given the product [CH2:1]([O:8][C:9]1[CH:10]=[C:11]2[C:15](=[CH:16][CH:17]=1)[N:14]([CH2:40][C:39]1[CH:42]=[CH:43][C:36]([I:35])=[CH:37][CH:38]=1)[C:13]([C:18]1[CH:23]=[CH:22][C:21]([O:24][CH2:25][C:26]3[CH:31]=[CH:30][CH:29]=[CH:28][CH:27]=3)=[CH:20][CH:19]=1)=[C:12]2[CH3:32])[C:2]1[CH:3]=[CH:4][CH:5]=[CH:6][CH:7]=1, predict the reactants needed to synthesize it. The reactants are: [CH2:1]([O:8][C:9]1[CH:10]=[C:11]2[C:15](=[CH:16][CH:17]=1)[NH:14][C:13]([C:18]1[CH:23]=[CH:22][C:21]([O:24][CH2:25][C:26]3[CH:31]=[CH:30][CH:29]=[CH:28][CH:27]=3)=[CH:20][CH:19]=1)=[C:12]2[CH3:32])[C:2]1[CH:7]=[CH:6][CH:5]=[CH:4][CH:3]=1.[H-].[Na+].[I:35][C:36]1[CH:43]=[CH:42][C:39]([CH2:40]Br)=[CH:38][CH:37]=1.